Dataset: Forward reaction prediction with 1.9M reactions from USPTO patents (1976-2016). Task: Predict the product of the given reaction. (1) Given the reactants [Cl:1][C:2]1[CH:3]=[C:4]2[C:12](=[CH:13][CH:14]=1)[NH:11][C:10]1[CH:9]([C:15]3[CH:20]=[CH:19][C:18]([CH3:21])=[CH:17][CH:16]=3)[NH:8][CH2:7][CH2:6][C:5]2=1.[C:22](Cl)(=[O:31])[CH2:23][CH2:24][C:25]1[CH:30]=[CH:29][CH:28]=[CH:27][CH:26]=1, predict the reaction product. The product is: [Cl:1][C:2]1[CH:3]=[C:4]2[C:12](=[CH:13][CH:14]=1)[NH:11][C:10]1[CH:9]([C:15]3[CH:20]=[CH:19][C:18]([CH3:21])=[CH:17][CH:16]=3)[N:8]([C:22](=[O:31])[CH2:23][CH2:24][C:25]3[CH:30]=[CH:29][CH:28]=[CH:27][CH:26]=3)[CH2:7][CH2:6][C:5]2=1. (2) Given the reactants [C:1]([O:5][CH2:6][C:7]1[CH:8]=[CH:9][C:10]([N:13]2[C:17](=[O:18])[C:16]([C:19]3[CH:20]=[N:21][CH:22]=[CH:23][CH:24]=3)=[CH:15][NH:14]2)=[N:11][CH:12]=1)([CH3:4])([CH3:3])[CH3:2].[ClH:25], predict the reaction product. The product is: [ClH:25].[C:1]([O:5][CH2:6][C:7]1[CH:8]=[CH:9][C:10]([N:13]2[C:17](=[O:18])[C:16]([C:19]3[CH:20]=[N:21][CH:22]=[CH:23][CH:24]=3)=[CH:15][NH:14]2)=[N:11][CH:12]=1)([CH3:4])([CH3:2])[CH3:3]. (3) Given the reactants I[C:2]1[C:11]([O:12][C@H:13]2[CH2:18][CH2:17][C@@H:16]([C:19]([F:22])([F:21])[F:20])[CH2:15][CH2:14]2)=[CH:10][CH:9]=[C:8]2[C:3]=1[CH:4]=[CH:5][C:6]([CH2:23][N:24]1[CH2:29][CH2:28][CH:27]([C:30]([O:32][CH2:33][CH3:34])=[O:31])[CH2:26][CH2:25]1)=[CH:7]2.[CH3:35][N:36](C=O)C, predict the reaction product. The product is: [C:35]([C:2]1[C:11]([O:12][C@H:13]2[CH2:14][CH2:15][C@@H:16]([C:19]([F:22])([F:20])[F:21])[CH2:17][CH2:18]2)=[CH:10][CH:9]=[C:8]2[C:3]=1[CH:4]=[CH:5][C:6]([CH2:23][N:24]1[CH2:25][CH2:26][CH:27]([C:30]([O:32][CH2:33][CH3:34])=[O:31])[CH2:28][CH2:29]1)=[CH:7]2)#[N:36]. (4) Given the reactants [CH:1]([OH:10])([C:6](F)(F)F)C(F)(F)F.[CH3:11][CH2:12][CH2:13][CH2:14][CH2:15][CH2:16][CH2:17][CH2:18][CH2:19][CH2:20][CH2:21][CH2:22][O:23][S:24]([O-:27])(=[O:26])=[O:25].[Na+:28], predict the reaction product. The product is: [CH3:11][CH2:12][CH2:13][CH2:14][CH2:15][CH2:16][CH2:17][CH2:18][CH2:19][CH2:20][CH2:21][CH2:22][O:23][S:24]([O-:27])(=[O:26])=[O:25].[Na+:28].[CH:22](=[O:23])[CH2:21][CH2:20][CH2:6][CH:1]=[O:10].